From a dataset of Full USPTO retrosynthesis dataset with 1.9M reactions from patents (1976-2016). Predict the reactants needed to synthesize the given product. (1) Given the product [NH2:32][CH2:2][CH2:3][CH2:4][CH2:5][CH2:6][CH2:7][O:8][C:9]1[C:10]([O:29][CH3:30])=[CH:11][CH:12]=[C:13]2[C:18]=1[NH:17][C:16](=[O:19])[CH:15]=[C:14]2[NH:20][C:21]1[C:22]([Cl:28])=[CH:23][N:24]=[CH:25][C:26]=1[Cl:27], predict the reactants needed to synthesize it. The reactants are: Cl[CH2:2][CH2:3][CH2:4][CH2:5][CH2:6][CH2:7][O:8][C:9]1[C:10]([O:29][CH3:30])=[CH:11][CH:12]=[C:13]2[C:18]=1[NH:17][C:16](=[O:19])[CH:15]=[C:14]2[NH:20][C:21]1[C:26]([Cl:27])=[CH:25][N:24]=[CH:23][C:22]=1[Cl:28].[OH-].[NH4+:32]. (2) Given the product [Cl:1][C:2]1[CH:3]=[C:4]([CH:14]=[C:15]([Cl:17])[CH:16]=1)[O:5][C:6]1[CH:7]=[C:8]([CH:11]=[CH:12][CH:13]=1)[CH2:9][N:32]1[CH2:33][CH2:34][CH:29]([C:25]2[CH:24]=[C:23]([NH:22][C:20](=[O:21])[CH:19]([CH3:18])[CH3:35])[CH:28]=[CH:27][CH:26]=2)[CH2:30][CH2:31]1, predict the reactants needed to synthesize it. The reactants are: [Cl:1][C:2]1[CH:3]=[C:4]([CH:14]=[C:15]([Cl:17])[CH:16]=1)[O:5][C:6]1[CH:7]=[C:8]([CH:11]=[CH:12][CH:13]=1)[CH:9]=O.[CH3:18][CH:19]([CH3:35])[C:20]([NH:22][C:23]1[CH:28]=[CH:27][CH:26]=[C:25]([CH:29]2[CH2:34][CH2:33][NH:32][CH2:31][CH2:30]2)[CH:24]=1)=[O:21].